From a dataset of NCI-60 drug combinations with 297,098 pairs across 59 cell lines. Regression. Given two drug SMILES strings and cell line genomic features, predict the synergy score measuring deviation from expected non-interaction effect. (1) Drug 1: CN(C)C1=NC(=NC(=N1)N(C)C)N(C)C. Drug 2: CCC1(C2=C(COC1=O)C(=O)N3CC4=CC5=C(C=CC(=C5CN(C)C)O)N=C4C3=C2)O.Cl. Cell line: SR. Synergy scores: CSS=58.7, Synergy_ZIP=-0.505, Synergy_Bliss=-2.51, Synergy_Loewe=-18.1, Synergy_HSA=-0.0674. (2) Drug 1: C(=O)(N)NO. Drug 2: COC1=C2C(=CC3=C1OC=C3)C=CC(=O)O2. Cell line: NCI-H226. Synergy scores: CSS=-2.80, Synergy_ZIP=0.623, Synergy_Bliss=-1.97, Synergy_Loewe=-1.29, Synergy_HSA=-1.94. (3) Drug 1: C1=CC(=CC=C1CCC2=CNC3=C2C(=O)NC(=N3)N)C(=O)NC(CCC(=O)O)C(=O)O. Drug 2: COC1=CC(=CC(=C1O)OC)C2C3C(COC3=O)C(C4=CC5=C(C=C24)OCO5)OC6C(C(C7C(O6)COC(O7)C8=CC=CS8)O)O. Cell line: HCT-15. Synergy scores: CSS=64.3, Synergy_ZIP=-1.54, Synergy_Bliss=-2.11, Synergy_Loewe=0.484, Synergy_HSA=2.72. (4) Drug 1: CN1CCC(CC1)COC2=C(C=C3C(=C2)N=CN=C3NC4=C(C=C(C=C4)Br)F)OC. Drug 2: CCN(CC)CCCC(C)NC1=C2C=C(C=CC2=NC3=C1C=CC(=C3)Cl)OC. Cell line: NCI/ADR-RES. Synergy scores: CSS=25.0, Synergy_ZIP=-7.62, Synergy_Bliss=-4.87, Synergy_Loewe=-7.06, Synergy_HSA=-4.52. (5) Drug 1: C1=NC2=C(N1)C(=S)N=C(N2)N. Drug 2: CS(=O)(=O)OCCCCOS(=O)(=O)C. Cell line: EKVX. Synergy scores: CSS=37.0, Synergy_ZIP=11.3, Synergy_Bliss=11.6, Synergy_Loewe=-14.6, Synergy_HSA=9.43. (6) Drug 1: C1=NC2=C(N=C(N=C2N1C3C(C(C(O3)CO)O)F)Cl)N. Drug 2: CC1=C(C(=CC=C1)Cl)NC(=O)C2=CN=C(S2)NC3=CC(=NC(=N3)C)N4CCN(CC4)CCO. Cell line: SK-MEL-28. Synergy scores: CSS=4.12, Synergy_ZIP=0.220, Synergy_Bliss=1.05, Synergy_Loewe=-1.81, Synergy_HSA=-1.58. (7) Drug 1: C1=NC2=C(N=C(N=C2N1C3C(C(C(O3)CO)O)O)F)N. Drug 2: CCN(CC)CCCC(C)NC1=C2C=C(C=CC2=NC3=C1C=CC(=C3)Cl)OC. Cell line: HCT116. Synergy scores: CSS=42.6, Synergy_ZIP=4.05, Synergy_Bliss=8.26, Synergy_Loewe=4.65, Synergy_HSA=5.57.